From a dataset of Reaction yield outcomes from USPTO patents with 853,638 reactions. Predict the reaction yield, written as a fraction of the theoretical maximum amount of product (1.0 means a 100% yield; for example, 0.34 means a 34% yield). (1) The reactants are [O:1]=[C:2]1[C:7]([CH2:8][C:9]2[CH:14]=[CH:13][C:12]([C:15]3[C:16]([C:21]#[N:22])=[CH:17][CH:18]=[CH:19][CH:20]=3)=[CH:11][CH:10]=2)=[C:6]([CH2:23][CH2:24][CH3:25])[N:5]2[N:26]=[CH:27][N:28]=[C:4]2[N:3]1[C@H:29]1[CH2:34][CH2:33][C@H:32]([O:35][CH2:36][CH:37]=[O:38])[CH2:31][CH2:30]1.C[Si](C)(C)[C:41]([F:44])([F:43])[F:42].[F-].C([N+](CCCC)(CCCC)CCCC)CCC.Cl. The catalyst is O1CCCC1. The product is [O:1]=[C:2]1[C:7]([CH2:8][C:9]2[CH:14]=[CH:13][C:12]([C:15]3[C:16]([C:21]#[N:22])=[CH:17][CH:18]=[CH:19][CH:20]=3)=[CH:11][CH:10]=2)=[C:6]([CH2:23][CH2:24][CH3:25])[N:5]2[N:26]=[CH:27][N:28]=[C:4]2[N:3]1[C@H:29]1[CH2:30][CH2:31][C@H:32]([O:35][CH2:36][CH:37]([OH:38])[C:41]([F:44])([F:43])[F:42])[CH2:33][CH2:34]1. The yield is 0.150. (2) The reactants are [CH3:1][C:2]1[C:6]([CH2:7][N:8]2[CH:12]=[C:11]([N:13]3[C:17](=[O:18])[CH2:16][NH:15][C:14]3=[O:19])[CH:10]=[N:9]2)=[C:5]([CH3:20])[O:4][N:3]=1.Br[CH2:22][C:23]1[CH:28]=[CH:27][CH:26]=[CH:25][C:24]=1[C:29]([F:32])([F:31])[F:30]. No catalyst specified. The product is [CH3:1][C:2]1[C:6]([CH2:7][N:8]2[CH:12]=[C:11]([N:13]3[C:17](=[O:18])[CH2:16][N:15]([CH2:22][C:23]4[CH:28]=[CH:27][CH:26]=[CH:25][C:24]=4[C:29]([F:30])([F:31])[F:32])[C:14]3=[O:19])[CH:10]=[N:9]2)=[C:5]([CH3:20])[O:4][N:3]=1. The yield is 0.370. (3) The reactants are [Br:1][C:2]1[N:3]=[C:4]([C:7]([OH:9])=O)[S:5][CH:6]=1.S(Cl)(Cl)=O.O.[NH2:15][NH2:16]. The catalyst is CO. The product is [Br:1][C:2]1[N:3]=[C:4]([C:7]([NH:15][NH2:16])=[O:9])[S:5][CH:6]=1. The yield is 0.770.